Dataset: Experimentally validated miRNA-target interactions with 360,000+ pairs, plus equal number of negative samples. Task: Binary Classification. Given a miRNA mature sequence and a target amino acid sequence, predict their likelihood of interaction. (1) The protein sequence of the target gene is MQRLAMDLRMLSRELSLYLEHQVRVGFFGSGVGLSLILGFSVAYAFYYLSSIAKKPQLVTGGESFSRFLQDHCPVVTETYYPTVWCWEGRGQTLLRPFITSKPPVQYRNELIKTADGGQISLDWFDNDNSTCYMDASTRPTILLLPGLTGTSKESYILHMIHLSEELGYRCVVFNNRGVAGENLLTPRTYCCANTEDLETVIHHVHSLYPSAPFLAAGVSMGGMLLLNYLGKIGSKTPLMAAATFSVGWNTFACSESLEKPLNWLLFNYYLTTCLQSSVNKHRHMFVKQVDMDHVMKAKS.... Result: 0 (no interaction). The miRNA is hsa-miR-4675 with sequence GGGGCUGUGAUUGACCAGCAGG. (2) The miRNA is hsa-miR-4782-3p with sequence UGAUUGUCUUCAUAUCUAGAAC. The protein sequence of the target gene is MLVSRFASRFRKDSSTEMVRTNLAHRKSLSQKENRHRVYERNRHFGLKDVNIPLEGRELGNIHETSQDLSPEKASSKTRSVKMVLSDQRKQLLQKYKEEKQLQKLKEQREKAKRGVFKVGLYRPAAPGFLVTDQRGAKAEPEKAFPHTGRITRSKTKEYMEQTKIGSRNVPKATQSDQRQTSEKQPLDRERKVMQPVLFTSGKGTESAATQRAKLMARTVSSTTRKPVTRATNEKGSERMRPSGGRPAKKPEGKPDKVIPSKVERDEKHLDSQTRETSEMGPLGVFREVESLPATAPAQG.... Result: 0 (no interaction).